Dataset: NCI-60 drug combinations with 297,098 pairs across 59 cell lines. Task: Regression. Given two drug SMILES strings and cell line genomic features, predict the synergy score measuring deviation from expected non-interaction effect. Drug 1: CC=C1C(=O)NC(C(=O)OC2CC(=O)NC(C(=O)NC(CSSCCC=C2)C(=O)N1)C(C)C)C(C)C. Synergy scores: CSS=70.0, Synergy_ZIP=-0.309, Synergy_Bliss=-0.530, Synergy_Loewe=-5.00, Synergy_HSA=0.675. Cell line: HS 578T. Drug 2: CC1C(C(CC(O1)OC2CC(OC(C2O)C)OC3=CC4=CC5=C(C(=O)C(C(C5)C(C(=O)C(C(C)O)O)OC)OC6CC(C(C(O6)C)O)OC7CC(C(C(O7)C)O)OC8CC(C(C(O8)C)O)(C)O)C(=C4C(=C3C)O)O)O)O.